Dataset: Peptide-MHC class I binding affinity with 185,985 pairs from IEDB/IMGT. Task: Regression. Given a peptide amino acid sequence and an MHC pseudo amino acid sequence, predict their binding affinity value. This is MHC class I binding data. (1) The peptide sequence is PLNGFFTSV. The MHC is HLA-A02:01 with pseudo-sequence HLA-A02:01. The binding affinity (normalized) is 0.337. (2) The peptide sequence is ITATFTAPL. The MHC is HLA-A02:01 with pseudo-sequence HLA-A02:01. The binding affinity (normalized) is 0.664. (3) The peptide sequence is YTVQYPNL. The MHC is H-2-Kb with pseudo-sequence H-2-Kb. The binding affinity (normalized) is 0.769. (4) The peptide sequence is HTQGYFPDWQ. The MHC is HLA-A33:01 with pseudo-sequence HLA-A33:01. The binding affinity (normalized) is 0. (5) The peptide sequence is MLVGHMPFM. The MHC is HLA-B15:42 with pseudo-sequence HLA-B15:42. The binding affinity (normalized) is 0.213. (6) The peptide sequence is SDTQIPGVC. The MHC is HLA-B45:01 with pseudo-sequence HLA-B45:01. The binding affinity (normalized) is 0. (7) The binding affinity (normalized) is 0.104. The MHC is H-2-Kb with pseudo-sequence H-2-Kb. The peptide sequence is SVSDRCPLC. (8) The peptide sequence is HTTNFASKSA. The MHC is Patr-A0301 with pseudo-sequence Patr-A0301. The binding affinity (normalized) is 0.0545. (9) The peptide sequence is IVRTNRNEL. The MHC is HLA-A11:01 with pseudo-sequence HLA-A11:01. The binding affinity (normalized) is 0.0847.